Dataset: Full USPTO retrosynthesis dataset with 1.9M reactions from patents (1976-2016). Task: Predict the reactants needed to synthesize the given product. (1) Given the product [Cl:1][C@H:2]1[C@H:6]([CH2:7][CH2:8][CH2:9][CH2:10][CH2:11][CH2:12][C:13]([OH:15])=[O:14])[C@@H:5](/[CH:19]=[CH:20]/[C@@H:21]([OH:28])[CH2:22][CH2:23][CH2:24][C@H:25]([OH:27])[CH3:26])[C@H:4]([OH:29])[CH2:3]1, predict the reactants needed to synthesize it. The reactants are: [Cl:1][C@H:2]1[C@H:6]([CH2:7][CH2:8][CH2:9][CH2:10][CH2:11][CH2:12][C:13]([O:15]CCC)=[O:14])[C@@H:5](/[CH:19]=[CH:20]/[C@@H:21]([OH:28])[CH2:22][CH2:23][CH2:24][C@H:25]([OH:27])[CH3:26])[C@H:4]([OH:29])[CH2:3]1.[OH-].[Li+].CO.Cl. (2) Given the product [F:25][CH:13]1[C:12](=[O:17])[C:11]2[CH:18]=[C:7]([N:6]3[CH2:5][C@H:4]([CH2:19][NH:20][C:21](=[O:23])[CH3:22])[O:3][C:2]3=[O:1])[CH:8]=[CH:9][C:10]=2[CH2:16][CH2:15][CH2:14]1, predict the reactants needed to synthesize it. The reactants are: [O:1]=[C:2]1[N:6]([C:7]2[CH:8]=[CH:9][C:10]3[CH2:16][CH2:15][CH2:14][CH2:13][C:12](=[O:17])[C:11]=3[CH:18]=2)[CH2:5][C@H:4]([CH2:19][NH:20][C:21](=[O:23])[CH3:22])[O:3]1.[B-](F)(F)(F)[F:25].[B-](F)(F)(F)F.C1[N+]2(O)CC[N+](F)(CC2)C1.CO.